The task is: Predict the reactants needed to synthesize the given product.. This data is from Full USPTO retrosynthesis dataset with 1.9M reactions from patents (1976-2016). (1) Given the product [Cl:1][C:2]1[CH:7]=[C:6]([NH:18][C:15]([CH3:17])([CH3:16])[CH2:14][O:13][CH3:12])[C:5]([N+:9]([O-:11])=[O:10])=[CH:4][N:3]=1, predict the reactants needed to synthesize it. The reactants are: [Cl:1][C:2]1[CH:7]=[C:6](Cl)[C:5]([N+:9]([O-:11])=[O:10])=[CH:4][N:3]=1.[CH3:12][O:13][CH2:14][C:15]([NH2:18])([CH3:17])[CH3:16]. (2) Given the product [CH3:31][O:30][C:27]1[CH:28]=[C:29]2[C:24](=[CH:25][C:26]=1[O:32][CH3:33])[N:23]=[CH:22][CH:21]=[C:20]2[O:19][C:16]1[CH:15]=[CH:14][C:13]([O:12][CH2:11][CH2:10][NH:9][C:4]2[CH:5]=[CH:6][CH:7]=[CH:8][C:3]=2[O:2][CH3:1])=[CH:18][CH:17]=1, predict the reactants needed to synthesize it. The reactants are: [CH3:1][O:2][C:3]1[CH:8]=[CH:7][CH:6]=[CH:5][C:4]=1[NH:9][C:10](=O)[CH2:11][O:12][C:13]1[CH:18]=[CH:17][C:16]([O:19][C:20]2[C:29]3[C:24](=[CH:25][C:26]([O:32][CH3:33])=[C:27]([O:30][CH3:31])[CH:28]=3)[N:23]=[CH:22][CH:21]=2)=[CH:15][CH:14]=1.Cl.[OH-].[Na+]. (3) Given the product [C:52]([C:48]1[CH:47]=[C:46]([C:42]2[CH:43]=[CH:44][CH:45]=[C:40]([C:17]3[CH:18]=[C:19]4[C:14](=[CH:15][CH:16]=3)[N:13]([C:31]([O:33][C:34]([CH3:35])([CH3:36])[CH3:37])=[O:32])[C:12]3[CH:11]=[C:10]5[C:2]([CH3:1])([CH3:38])[C:3]6[C:8]([C:9]5=[CH:21][C:20]4=3)=[CH:7][CH:6]=[CH:5][CH:4]=6)[CH:41]=2)[CH:51]=[CH:50][CH:49]=1)(=[O:53])[C:54]1[CH:55]=[CH:56][CH:57]=[CH:58][CH:59]=1, predict the reactants needed to synthesize it. The reactants are: [CH3:1][C:2]1([CH3:38])[C:10]2=[CH:11][C:12]3[N:13]([C:31]([O:33][C:34]([CH3:37])([CH3:36])[CH3:35])=[O:32])[C:14]4[C:19]([C:20]=3[CH:21]=[C:9]2[C:8]2[C:3]1=[CH:4][CH:5]=[CH:6][CH:7]=2)=[CH:18][C:17](B1OC(C)(C)C(C)(C)O1)=[CH:16][CH:15]=4.Br[C:40]1[CH:41]=[C:42]([C:46]2[CH:51]=[CH:50][CH:49]=[C:48]([C:52]([C:54]3[CH:59]=[CH:58][CH:57]=[CH:56][CH:55]=3)=[O:53])[CH:47]=2)[CH:43]=[CH:44][CH:45]=1.C(=O)([O-])[O-].[Na+].[Na+].C1(C)C=CC=CC=1. (4) Given the product [NH:18]([C:2]1[CH:17]=[CH:16][C:5]([C:6]([NH:8][CH2:9][CH:10]2[CH2:15][CH2:14][O:13][CH2:12][CH2:11]2)=[O:7])=[CH:4][N:3]=1)[NH2:19].[ClH:1], predict the reactants needed to synthesize it. The reactants are: [Cl:1][C:2]1[CH:17]=[CH:16][C:5]([C:6]([NH:8][CH2:9][CH:10]2[CH2:15][CH2:14][O:13][CH2:12][CH2:11]2)=[O:7])=[CH:4][N:3]=1.[NH2:18][NH2:19]. (5) Given the product [CH:1]1[C:10]2[C:5](=[CH:6][CH:7]=[CH:8][CH:9]=2)[CH:4]=[CH:3][C:2]=1[NH:11][S:12]([C:15]1[CH:16]=[C:17]([CH:21]=[CH:22][C:23]([Cl:26])=[O:25])[CH:18]=[CH:19][CH:20]=1)(=[O:14])=[O:13], predict the reactants needed to synthesize it. The reactants are: [CH:1]1[C:10]2[C:5](=[CH:6][CH:7]=[CH:8][CH:9]=2)[CH:4]=[CH:3][C:2]=1[NH:11][S:12]([C:15]1[CH:16]=[C:17]([CH:21]=[CH:22][C:23]([OH:25])=O)[CH:18]=[CH:19][CH:20]=1)(=[O:14])=[O:13].[Cl:26]CCl.